From a dataset of Full USPTO retrosynthesis dataset with 1.9M reactions from patents (1976-2016). Predict the reactants needed to synthesize the given product. (1) Given the product [CH2:3]([N:10]1[CH2:14][CH2:13][C@H:12]([C@@H:15]([OH:20])[CH2:16][CH:17]([CH3:18])[CH3:19])[CH2:11]1)[C:4]1[CH:9]=[CH:8][CH:7]=[CH:6][CH:5]=1, predict the reactants needed to synthesize it. The reactants are: N#N.[CH2:3]([N:10]1[CH2:14][CH2:13][C@H:12]([C@@H:15]([OH:20])[CH2:16][CH:17]([CH3:19])[CH3:18])[C:11]1=O)[C:4]1[CH:9]=[CH:8][CH:7]=[CH:6][CH:5]=1.COCCO[AlH2-]OCCOC.[Na+]. (2) Given the product [F:35][C:2]([F:1])([CH3:34])[C:3]([NH:5][C@@H:6]([CH3:33])[C@H:7]([O:14][C:15]1[CH:16]=[C:17]2[C:21](=[CH:22][CH:23]=1)[N:20]([C:24]1[CH:25]=[C:26]([CH:30]=[CH:31][CH:32]=1)[C:27]([NH:29][CH:38]1[CH2:39][CH2:40][S:36](=[O:43])(=[O:42])[CH2:37]1)=[O:28])[N:19]=[CH:18]2)[C:8]1[CH:9]=[CH:10][CH:11]=[CH:12][CH:13]=1)=[O:4], predict the reactants needed to synthesize it. The reactants are: [F:1][C:2]([F:35])([CH3:34])[C:3]([NH:5][C@@H:6]([CH3:33])[C@H:7]([O:14][C:15]1[CH:16]=[C:17]2[C:21](=[CH:22][CH:23]=1)[N:20]([C:24]1[CH:25]=[C:26]([CH:30]=[CH:31][CH:32]=1)[C:27]([NH2:29])=[O:28])[N:19]=[CH:18]2)[C:8]1[CH:13]=[CH:12][CH:11]=[CH:10][CH:9]=1)=[O:4].[S:36]1(=[O:43])(=[O:42])[CH2:40][CH2:39][CH:38](N)[CH2:37]1. (3) Given the product [C:1]([Si:5]([CH3:7])([CH3:6])[O:8][C:9]1[C:10]([F:16])=[C:11]([C:12]([F:15])=[CH:13][CH:14]=1)[CH:24]=[O:25])([CH3:4])([CH3:2])[CH3:3], predict the reactants needed to synthesize it. The reactants are: [C:1]([Si:5]([O:8][C:9]1[CH:14]=[CH:13][C:12]([F:15])=[CH:11][C:10]=1[F:16])([CH3:7])[CH3:6])([CH3:4])([CH3:3])[CH3:2].C([Li])CCC.CN(C)[CH:24]=[O:25].O. (4) The reactants are: [OH:1][C:2]1[N:3]=[C:4]([C:16]2[CH:17]=[C:18]([CH:22]=[CH:23][CH:24]=2)[C:19]([OH:21])=[O:20])[N:5]([CH2:9][C:10]2[CH:15]=[CH:14][CH:13]=[CH:12][CH:11]=2)[C:6](=[O:8])[CH:7]=1.C(C1C=[C:29](C=CC=1)[C:30]([OH:32])=[O:31])#N.Cl.[O:37]1[CH2:42]COCC1.C([NH2:50])C1C=CC=CC=1.C(OCC)(=O)CC(OCC)=O.C[O-].[Na+]. Given the product [C:30]([CH2:29][NH:50][C:42]([C:7]1[C:6](=[O:8])[N:5]([CH2:9][C:10]2[CH:11]=[CH:12][CH:13]=[CH:14][CH:15]=2)[C:4]([C:16]2[CH:17]=[C:18]([CH:22]=[CH:23][CH:24]=2)[C:19]([OH:21])=[O:20])=[N:3][C:2]=1[OH:1])=[O:37])([OH:32])=[O:31], predict the reactants needed to synthesize it.